From a dataset of Forward reaction prediction with 1.9M reactions from USPTO patents (1976-2016). Predict the product of the given reaction. (1) Given the reactants [I:1][C:2]1[C:3](O)=[N:4][CH:5]=[C:6]([N+:8]([O-:10])=[O:9])[CH:7]=1.P(Cl)(Cl)([Cl:14])=O, predict the reaction product. The product is: [Cl:14][C:3]1[C:2]([I:1])=[CH:7][C:6]([N+:8]([O-:10])=[O:9])=[CH:5][N:4]=1. (2) The product is: [NH:37]1[C:38]2[C:43](=[CH:42][CH:41]=[CH:40][CH:39]=2)[C:35]([CH2:34][C@@H:18]2[C:17](=[O:51])[N:16]([CH2:15][C:14]([N:13]3[C:7]4[CH:6]=[CH:5][CH:4]=[C:3]([O:2][CH3:1])[C:8]=4[CH2:9][CH2:10][CH2:11][CH2:12]3)=[O:52])[C:22]3[CH:23]=[CH:24][CH:25]=[CH:26][C:21]=3[N:20]([C:27]3[CH:32]=[CH:31][CH:30]=[CH:29][CH:28]=3)[C:19]2=[O:33])=[N:36]1. Given the reactants [CH3:1][O:2][C:3]1[C:8]2[CH2:9][CH2:10][CH2:11][CH2:12][N:13]([C:14](=[O:52])[CH2:15][N:16]3[C:22]4[CH:23]=[CH:24][CH:25]=[CH:26][C:21]=4[N:20]([C:27]4[CH:32]=[CH:31][CH:30]=[CH:29][CH:28]=4)[C:19](=[O:33])[C@H:18]([CH2:34][C:35]4[C:43]5[C:38](=[CH:39][CH:40]=[CH:41][CH:42]=5)[N:37](C(OC(C)(C)C)=O)[N:36]=4)[C:17]3=[O:51])[C:7]=2[CH:6]=[CH:5][CH:4]=1.FC(F)(F)C(O)=O, predict the reaction product.